From a dataset of Catalyst prediction with 721,799 reactions and 888 catalyst types from USPTO. Predict which catalyst facilitates the given reaction. (1) Reactant: C(NS(C1C=CC=CC=1B(O)O)(=O)=O)(C)(C)C.BrC1C=CC(C2N=CC(N)=NC=2)=C(OC)C=1.[NH2:34][C:35]1[N:36]=[CH:37][C:38]([C:41]2[CH:46]=[CH:45][C:44]([C:47]3[C:48]([S:53]([NH:56]C(C)(C)C)(=[O:55])=[O:54])=[CH:49][CH:50]=[CH:51][CH:52]=3)=[CH:43][C:42]=2[O:61]C)=[N:39][CH:40]=1.B(Br)(Br)Br. Product: [NH2:34][C:35]1[N:36]=[CH:37][C:38]([C:41]2[CH:46]=[CH:45][C:44]([C:47]3[C:48]([S:53]([NH2:56])(=[O:55])=[O:54])=[CH:49][CH:50]=[CH:51][CH:52]=3)=[CH:43][C:42]=2[OH:61])=[N:39][CH:40]=1. The catalyst class is: 2. (2) Reactant: [CH3:1][N:2]1[C:11]2[C:6](=[CH:7][C:8]([OH:12])=[CH:9][CH:10]=2)[CH2:5][CH2:4][CH2:3]1.[H-].[Na+].[Cl:15][C:16]1[CH:21]=[CH:20][CH:19]=[CH:18][C:17]=1[N:22]=[C:23]=[O:24]. Product: [CH3:1][N:2]1[C:11]2[C:6](=[CH:7][C:8]([O:12][C:23](=[O:24])[NH:22][C:17]3[CH:18]=[CH:19][CH:20]=[CH:21][C:16]=3[Cl:15])=[CH:9][CH:10]=2)[CH2:5][CH2:4][CH2:3]1. The catalyst class is: 9. (3) Reactant: Cl.Cl.[NH:3]1[CH2:8][CH2:7][CH:6]([NH:9][C:10]([C:12]2[CH:32]=[CH:31][C:15]3[N:16]([CH3:30])[C:17]([NH:19][C:20]4[S:21][C:22]5[CH:28]=[C:27]([Cl:29])[CH:26]=[CH:25][C:23]=5[N:24]=4)=[N:18][C:14]=3[CH:13]=2)=[O:11])[CH2:5][CH2:4]1.[CH3:33][N:34]([CH2:36][C:37](O)=[O:38])[CH3:35].CN(C(ON1N=NC2C=CC=CC1=2)=[N+](C)C)C.F[P-](F)(F)(F)(F)F.CCN(C(C)C)C(C)C. Product: [CH3:33][N:34]([CH3:35])[CH2:36][C:37]([N:3]1[CH2:8][CH2:7][CH:6]([NH:9][C:10]([C:12]2[CH:32]=[CH:31][C:15]3[N:16]([CH3:30])[C:17]([NH:19][C:20]4[S:21][C:22]5[CH:28]=[C:27]([Cl:29])[CH:26]=[CH:25][C:23]=5[N:24]=4)=[N:18][C:14]=3[CH:13]=2)=[O:11])[CH2:5][CH2:4]1)=[O:38]. The catalyst class is: 3. (4) Reactant: [Cl-].O[NH3+:3].[C:4](=[O:7])([O-])[OH:5].[Na+].CS(C)=O.[CH2:13]([C:17]1[N:18]=[C:19]([CH3:47])[N:20]([C:39]2[CH:44]=[CH:43][CH:42]=[C:41]([O:45][CH3:46])[CH:40]=2)[C:21](=[O:38])[C:22]=1[CH2:23][C:24]1[CH:29]=[CH:28][C:27]([C:30]2[C:31]([C:36]#[N:37])=[CH:32][CH:33]=[CH:34][CH:35]=2)=[CH:26][CH:25]=1)[CH2:14][CH2:15][CH3:16]. Product: [CH2:13]([C:17]1[N:18]=[C:19]([CH3:47])[N:20]([C:39]2[CH:44]=[CH:43][CH:42]=[C:41]([O:45][CH3:46])[CH:40]=2)[C:21](=[O:38])[C:22]=1[CH2:23][C:24]1[CH:25]=[CH:26][C:27]([C:30]2[CH:35]=[CH:34][CH:33]=[CH:32][C:31]=2[C:36]2[NH:3][C:4](=[O:7])[O:5][N:37]=2)=[CH:28][CH:29]=1)[CH2:14][CH2:15][CH3:16]. The catalyst class is: 69.